This data is from Catalyst prediction with 721,799 reactions and 888 catalyst types from USPTO. The task is: Predict which catalyst facilitates the given reaction. (1) Reactant: [Br:1][C:2]1[CH:7]=[CH:6][CH:5]=[C:4]([N+:8]([O-])=O)[C:3]=1[F:11].O.C(O)(=O)C. Product: [Br:1][C:2]1[C:3]([F:11])=[C:4]([NH2:8])[CH:5]=[CH:6][CH:7]=1. The catalyst class is: 679. (2) Reactant: Cl.Cl.Cl.[Cl:4][C:5]1[C:13]2[C:8](=[CH:9][CH:10]=[C:11]([NH:14][C:15]3[C:16]4[CH:23]=[C:22]([C:24]5[CH2:25][CH2:26][NH:27][CH2:28][CH:29]=5)[NH:21][C:17]=4[N:18]=[CH:19][N:20]=3)[CH:12]=2)[NH:7][N:6]=1.[N:30]1([CH2:36][CH2:37][C:38](O)=[O:39])[CH2:35][CH2:34][CH2:33][CH2:32][CH2:31]1.Cl.CN(C)CCCN=C=NCC.ON1C2C=CC=CC=2N=N1.CCN(C(C)C)C(C)C. Product: [Cl:4][C:5]1[C:13]2[C:8](=[CH:9][CH:10]=[C:11]([NH:14][C:15]3[C:16]4[CH:23]=[C:22]([C:24]5[CH2:25][CH2:26][N:27]([C:38](=[O:39])[CH2:37][CH2:36][N:30]6[CH2:35][CH2:34][CH2:33][CH2:32][CH2:31]6)[CH2:28][CH:29]=5)[NH:21][C:17]=4[N:18]=[CH:19][N:20]=3)[CH:12]=2)[NH:7][N:6]=1. The catalyst class is: 3.